From a dataset of Forward reaction prediction with 1.9M reactions from USPTO patents (1976-2016). Predict the product of the given reaction. (1) Given the reactants [CH3:1][N:2]([CH2:18][C:19]([OH:21])=O)[NH:3][C:4](=[O:17])[NH:5][CH2:6][C:7]1[C:16]2[C:11](=[CH:12][CH:13]=[CH:14][CH:15]=2)[CH:10]=[CH:9][CH:8]=1.[NH2:22][C@@H:23]([CH2:47][C:48]([NH:50][C:51]([C:64]1[CH:69]=[CH:68][CH:67]=[CH:66][CH:65]=1)([C:58]1[CH:63]=[CH:62][CH:61]=[CH:60][CH:59]=1)[C:52]1[CH:57]=[CH:56][CH:55]=[CH:54][CH:53]=1)=[O:49])[C:24]([N:26]([C@@H:38]([CH3:46])[CH:39]([O:43][CH2:44][CH3:45])[O:40][CH2:41][CH3:42])[CH2:27][C:28]1[CH:29]=[CH:30][CH:31]=[C:32]2[C:37]=1[N:36]=[CH:35][CH:34]=[CH:33]2)=[O:25], predict the reaction product. The product is: [CH2:44]([O:43][CH:39]([O:40][CH2:41][CH3:42])[C@@H:38]([N:26]([CH2:27][C:28]1[CH:29]=[CH:30][CH:31]=[C:32]2[C:37]=1[N:36]=[CH:35][CH:34]=[CH:33]2)[C:24](=[O:25])[C@@H:23]([NH:22][C:19](=[O:21])[CH2:18][N:2]([CH3:1])[NH:3][C:4]([NH:5][CH2:6][C:7]1[C:16]2[C:11](=[CH:12][CH:13]=[CH:14][CH:15]=2)[CH:10]=[CH:9][CH:8]=1)=[O:17])[CH2:47][C:48](=[O:49])[NH:50][C:51]([C:64]1[CH:65]=[CH:66][CH:67]=[CH:68][CH:69]=1)([C:52]1[CH:57]=[CH:56][CH:55]=[CH:54][CH:53]=1)[C:58]1[CH:59]=[CH:60][CH:61]=[CH:62][CH:63]=1)[CH3:46])[CH3:45]. (2) Given the reactants [CH:1](=O)[C:2]1[CH:7]=[CH:6][CH:5]=[CH:4][CH:3]=1.[C:9]([O:16][CH2:17][CH3:18])(=[O:15])[CH2:10][CH2:11][C:12]([CH3:14])=[O:13].C(O)(=O)C.N1CCCCC1, predict the reaction product. The product is: [CH2:17]([O:16][C:9](=[O:15])[CH2:10][CH2:11][C:12](=[O:13])[CH:14]=[CH:1][C:2]1[CH:7]=[CH:6][CH:5]=[CH:4][CH:3]=1)[CH3:18].